This data is from Reaction yield outcomes from USPTO patents with 853,638 reactions. The task is: Predict the reaction yield, written as a fraction of the theoretical maximum amount of product (1.0 means a 100% yield; for example, 0.34 means a 34% yield). The reactants are [CH3:1][C:2]1[N:7]=[CH:6][C:5]([O:8][C:9]2[CH:14]=[CH:13][C:12]([NH:15][C:16]3[C:25]4[C:20](=[CH:21][CH:22]=[C:23](I)[CH:24]=4)[N:19]=[CH:18][N:17]=3)=[CH:11][C:10]=2[CH3:27])=[CH:4][CH:3]=1.[C:28]([O-:31])([O-])=O.[K+].[K+].[CH2:34](Cl)Cl.CO[CH2:39][CH2:40][O:41][CH3:42]. The catalyst is C(O)C.C1C=CC(P(C2C=CC=CC=2)[C-]2C=CC=C2)=CC=1.C1C=CC(P(C2C=CC=CC=2)[C-]2C=CC=C2)=CC=1.Cl[Pd]Cl.[Fe+2]. The product is [CH3:1][C:2]1[N:7]=[CH:6][C:5]([O:8][C:9]2[CH:14]=[CH:13][C:12]([NH:15][C:16]3[C:25]4[C:20](=[CH:21][CH:22]=[C:23]([C:42]5[O:41][C:40]([CH:28]=[O:31])=[CH:39][CH:34]=5)[CH:24]=4)[N:19]=[CH:18][N:17]=3)=[CH:11][C:10]=2[CH3:27])=[CH:4][CH:3]=1. The yield is 0.980.